Dataset: NCI-60 drug combinations with 297,098 pairs across 59 cell lines. Task: Regression. Given two drug SMILES strings and cell line genomic features, predict the synergy score measuring deviation from expected non-interaction effect. Drug 1: CN1C2=C(C=C(C=C2)N(CCCl)CCCl)N=C1CCCC(=O)O.Cl. Drug 2: C1CN(CCN1C(=O)CCBr)C(=O)CCBr. Cell line: HCC-2998. Synergy scores: CSS=28.8, Synergy_ZIP=-7.70, Synergy_Bliss=-3.88, Synergy_Loewe=-5.56, Synergy_HSA=-0.109.